The task is: Regression/Classification. Given a drug SMILES string, predict its absorption, distribution, metabolism, or excretion properties. Task type varies by dataset: regression for continuous measurements (e.g., permeability, clearance, half-life) or binary classification for categorical outcomes (e.g., BBB penetration, CYP inhibition). Dataset: cyp3a4_veith.. This data is from CYP3A4 inhibition data for predicting drug metabolism from PubChem BioAssay. The molecule is FC(F)(F)c1ccccc1-c1cc(N2CCNCC2)ncn1. The result is 0 (non-inhibitor).